This data is from Reaction yield outcomes from USPTO patents with 853,638 reactions. The task is: Predict the reaction yield, written as a fraction of the theoretical maximum amount of product (1.0 means a 100% yield; for example, 0.34 means a 34% yield). (1) The reactants are [O:1]1[CH:5]=[CH:4][CH:3]=[C:2]1[C:6]1[N:11]=[C:10]2[NH:12][N:13]=[C:14]([NH2:15])[C:9]2=[CH:8][C:7]=1[C:16]1[CH:21]=[CH:20][N:19]=[CH:18][N:17]=1.[CH3:22][CH:23]([CH3:26])[CH:24]=O.C(O[BH-](OC(=O)C)OC(=O)C)(=O)C.[Na+]. The catalyst is ClC(Cl)C.C(O)(=O)C. The product is [O:1]1[CH:5]=[CH:4][CH:3]=[C:2]1[C:6]1[N:11]=[C:10]2[NH:12][N:13]=[C:14]([NH:15][CH2:22][CH:23]([CH3:26])[CH3:24])[C:9]2=[CH:8][C:7]=1[C:16]1[CH:21]=[CH:20][N:19]=[CH:18][N:17]=1. The yield is 0.420. (2) The reactants are [CH3:1][N:2]([CH3:27])[C:3]([C:5]1[CH:25]=[CH:24][C:8]([O:9][C:10]2[C:15]3[CH2:16][C:17]([CH3:20])([CH3:19])[O:18][C:14]=3[CH:13]=[C:12]([C:21]([OH:23])=O)[CH:11]=2)=[CH:7][C:6]=1[F:26])=[O:4].C([SiH2][O:33][C:34](C)(C)[C:35]1[CH:36]=[CH:37][C:38]([NH2:41])=[N:39][CH:40]=1)(C)(C)C.C(N(CC)CC)C.CN(C(ON1N=NC2C=CC=NC1=2)=[N+](C)C)C.F[P-](F)(F)(F)(F)F. The catalyst is CN(C=O)C. The product is [OH:33][CH2:34][C:35]1[CH:36]=[CH:37][C:38]([NH:41][C:21]([C:12]2[CH:11]=[C:10]([O:9][C:8]3[CH:24]=[CH:25][C:5]([C:3](=[O:4])[N:2]([CH3:27])[CH3:1])=[C:6]([F:26])[CH:7]=3)[C:15]3[CH2:16][C:17]([CH3:19])([CH3:20])[O:18][C:14]=3[CH:13]=2)=[O:23])=[N:39][CH:40]=1. The yield is 0.250. (3) The reactants are B.[I:2][C:3]1[CH:4]=[C:5]([CH2:9][C:10](O)=[O:11])[CH:6]=[CH:7][CH:8]=1.[Cl-].[NH4+]. The catalyst is C1COCC1. The product is [I:2][C:3]1[CH:4]=[C:5]([CH2:9][CH2:10][OH:11])[CH:6]=[CH:7][CH:8]=1. The yield is 0.920. (4) The reactants are [CH2:1]([NH2:3])[CH3:2].[CH3:4][CH2:5][NH:6][C:7]([C@H:9]1[O:13][C@@H:12]([N:14]2[C:18]3[N:19]=[C:20]([C:24]#[C:25][CH2:26][CH:27]4[CH2:32][CH2:31][CH:30]([C:33](OC)=[O:34])[CH2:29][CH2:28]4)[N:21]=[C:22]([NH2:23])[C:17]=3[N:16]=[CH:15]2)[C@H:11]([OH:37])[C@@H:10]1[OH:38])=[O:8]. No catalyst specified. The product is [CH2:5]([NH:6][C:7]([CH:9]1[CH:10]([OH:38])[CH:11]([OH:37])[CH:12]([N:14]2[CH:15]=[N:16][C:17]3[C:18]2=[N:19][C:20]([C:24]#[C:25][CH2:26][CH:27]2[CH2:32][CH2:31][CH:30]([C:33](=[O:34])[NH:3][CH2:1][CH3:2])[CH2:29][CH2:28]2)=[N:21][C:22]=3[NH2:23])[O:13]1)=[O:8])[CH3:4]. The yield is 0.730. (5) The reactants are [CH2:1](O)[CH2:2][CH2:3][CH2:4][CH2:5][CH2:6][CH:7]=[CH:8][CH:9]=[CH:10][CH2:11][CH3:12].CN(C)C1C=CC=CC=1.CN(C)C=O.CS([Cl:32])(=O)=O. The catalyst is CCCCCC.O. The product is [Cl:32][CH2:1][CH2:2][CH2:3][CH2:4][CH2:5][CH2:6][CH:7]=[CH:8][CH:9]=[CH:10][CH2:11][CH3:12]. The yield is 0.793. (6) The reactants are [Br:1][C:2]1[CH:3]=[C:4]2[CH:10]=[CH:9][NH:8][C:5]2=[N:6][CH:7]=1.[I:11]N1C(=O)CCC1=O. The catalyst is CC(C)=O. The product is [Br:1][C:2]1[CH:3]=[C:4]2[C:10]([I:11])=[CH:9][NH:8][C:5]2=[N:6][CH:7]=1. The yield is 0.670. (7) The reactants are [CH3:1][C:2]1[CH:7]=[C:6]([C:8]2[CH:13]=[CH:12][CH:11]=[C:10]([C:14](=[O:17])[NH:15][CH3:16])[CH:9]=2)[CH:5]=[CH:4][C:3]=1OS(C(F)(F)F)(=O)=O.[C:26]([O:29][CH2:30][C@@H:31]1[C@@H:36]([O:37][C:38](=[O:40])[CH3:39])[C@H:35]([O:41][C:42](=[O:44])[CH3:43])[C@H:34]([O:45][C:46](=[O:48])[CH3:47])[C@@H:33]([C:49]2[CH:54]=[CH:53][C:52](B3OC(C)(C)C(C)(C)O3)=[CH:51][CH:50]=2)[O:32]1)(=[O:28])[CH3:27].CC(CC(C1C(O)=CC(O)=C(CC=C(C)C)C=1[O-])=O)C.C([O-])([O-])=O.[Cs+].[Cs+]. The catalyst is CCOC(C)=O.C(Cl)Cl.[Pd].CC#N. The product is [C:26]([O:29][CH2:30][C@@H:31]1[C@@H:36]([O:37][C:38](=[O:40])[CH3:39])[C@H:35]([O:41][C:42](=[O:44])[CH3:43])[C@H:34]([O:45][C:46](=[O:48])[CH3:47])[C@@H:33]([C:49]2[CH:54]=[CH:53][C:52]([C:3]3[CH:4]=[CH:5][C:6]([C:8]4[CH:13]=[CH:12][CH:11]=[C:10]([C:14](=[O:17])[NH:15][CH3:16])[CH:9]=4)=[CH:7][C:2]=3[CH3:1])=[CH:51][CH:50]=2)[O:32]1)(=[O:28])[CH3:27]. The yield is 0.250. (8) The reactants are [CH2:1]([N:3]([CH2:37][CH3:38])[CH2:4][CH2:5][CH2:6][NH:7][C:8]1[N:9]=[C:10]([C:27]2[CH:28]=[C:29]([CH:33]=[CH:34][C:35]=2[CH3:36])[C:30](O)=[O:31])[C:11]2[CH:17]=[CH:16][C:15](=[O:18])[N:14]([C:19]3[C:24]([F:25])=[CH:23][CH:22]=[CH:21][C:20]=3[F:26])[C:12]=2[N:13]=1)[CH3:2].CN(C(O[N:47]1N=N[C:49]2C=CC=C[C:48]1=2)=[N+](C)C)C.F[P-](F)(F)(F)(F)F.C(N)C. The catalyst is C(Cl)Cl.C1COCC1. The product is [CH2:37]([N:3]([CH2:1][CH3:2])[CH2:4][CH2:5][CH2:6][NH:7][C:8]1[N:9]=[C:10]([C:27]2[CH:28]=[C:29]([CH:33]=[CH:34][C:35]=2[CH3:36])[C:30]([NH:47][CH2:48][CH3:49])=[O:31])[C:11]2[CH:17]=[CH:16][C:15](=[O:18])[N:14]([C:19]3[C:20]([F:26])=[CH:21][CH:22]=[CH:23][C:24]=3[F:25])[C:12]=2[N:13]=1)[CH3:38]. The yield is 0.400.